This data is from Peptide-MHC class II binding affinity with 134,281 pairs from IEDB. The task is: Regression. Given a peptide amino acid sequence and an MHC pseudo amino acid sequence, predict their binding affinity value. This is MHC class II binding data. (1) The peptide sequence is YFKVAATAANAAPAN. The MHC is H-2-IAb with pseudo-sequence H-2-IAb. The binding affinity (normalized) is 0.636. (2) The peptide sequence is ITDAVGNDMPGGYCL. The MHC is DRB1_0404 with pseudo-sequence DRB1_0404. The binding affinity (normalized) is 0.0336. (3) The peptide sequence is KLCPNNLCCSQWGWC. The MHC is DRB3_0101 with pseudo-sequence DRB3_0101. The binding affinity (normalized) is 0.0859. (4) The peptide sequence is LGASQRGVGVAQGGV. The MHC is HLA-DQA10201-DQB10303 with pseudo-sequence HLA-DQA10201-DQB10303. The binding affinity (normalized) is 0.458. (5) The peptide sequence is HKKYFAATQFEPLAA. The MHC is DRB1_1001 with pseudo-sequence DRB1_1001. The binding affinity (normalized) is 0.687. (6) The binding affinity (normalized) is 0.189. The MHC is DRB1_0701 with pseudo-sequence DRB1_0701. The peptide sequence is QNITVVLHKTSEPGKY. (7) The peptide sequence is DASFKESFAIHLDYT. The MHC is DRB1_1501 with pseudo-sequence DRB1_1501. The binding affinity (normalized) is 0.437. (8) The peptide sequence is GRTQDENPVVHFFKNIVTPRTPPP. The MHC is H-2-IAd with pseudo-sequence H-2-IAd. The binding affinity (normalized) is 0. (9) The MHC is DRB1_0405 with pseudo-sequence DRB1_0405. The peptide sequence is DTFRKLFRVYSDFLR. The binding affinity (normalized) is 0.492. (10) The peptide sequence is FDRLETLILLRAFTE. The MHC is DRB3_0101 with pseudo-sequence DRB3_0101. The binding affinity (normalized) is 0.512.